Dataset: Reaction yield outcomes from USPTO patents with 853,638 reactions. Task: Predict the reaction yield, written as a fraction of the theoretical maximum amount of product (1.0 means a 100% yield; for example, 0.34 means a 34% yield). (1) The reactants are [CH3:1][N:2]([CH3:16])[C:3]([N:5]1[CH2:10][CH2:9][CH:8]([C:11]([O:13]CC)=[O:12])[CH2:7][CH2:6]1)=[O:4].O.[OH-].[Li+]. The catalyst is CO.O. The product is [CH3:1][N:2]([CH3:16])[C:3]([N:5]1[CH2:10][CH2:9][CH:8]([C:11]([OH:13])=[O:12])[CH2:7][CH2:6]1)=[O:4]. The yield is 0.420. (2) The reactants are [NH:1]1[CH2:5][CH2:4][C@@H:3]([NH:6][C:7](=[O:13])[O:8][C:9]([CH3:12])([CH3:11])[CH3:10])[CH2:2]1.[Br:14][C:15]1[C:16](F)=[C:17]2[C:23]([NH:24][C:25](=[O:32])[C:26]3[CH:31]=[CH:30][CH:29]=[N:28][CH:27]=3)=[CH:22][NH:21][C:18]2=[N:19][CH:20]=1.CC#N.O. The catalyst is CCCCO. The product is [Br:14][C:15]1[C:16]([N:1]2[CH2:5][CH2:4][C@@H:3]([NH:6][C:7](=[O:13])[O:8][C:9]([CH3:10])([CH3:12])[CH3:11])[CH2:2]2)=[C:17]2[C:23]([NH:24][C:25](=[O:32])[C:26]3[CH:31]=[CH:30][CH:29]=[N:28][CH:27]=3)=[CH:22][NH:21][C:18]2=[N:19][CH:20]=1. The yield is 0.351. (3) The reactants are [CH3:1][S:2](Cl)(=[O:4])=[O:3].[Cl:6][C:7]1[C:12]([CH2:13][OH:14])=[CH:11][C:10]([Cl:15])=[CH:9][N:8]=1. The catalyst is ClCCl. The product is [CH3:1][S:2]([O:14][CH2:13][C:12]1[C:7]([Cl:6])=[N:8][CH:9]=[C:10]([Cl:15])[CH:11]=1)(=[O:4])=[O:3]. The yield is 0.640. (4) The reactants are [Si]([O:8][C@H:9]1[CH2:13][C:12](=[O:14])[N:11]([C:15]2[CH:22]=[CH:21][C:18]([C:19]#[N:20])=[C:17]([Cl:23])[C:16]=2[CH3:24])[C@H:10]1[CH2:25][CH3:26])(C(C)(C)C)(C)C.CO.Cl.C(=O)([O-])O.[Na+]. The catalyst is O1CCCC1. The product is [Cl:23][C:17]1[C:16]([CH3:24])=[C:15]([N:11]2[C:12](=[O:14])[CH2:13][C@H:9]([OH:8])[C@@H:10]2[CH2:25][CH3:26])[CH:22]=[CH:21][C:18]=1[C:19]#[N:20]. The yield is 0.690. (5) The reactants are [NH2:1][C:2]1[CH:30]=[CH:29][C:5]([O:6][C:7]2[N:12]=[CH:11][N:10]=[C:9]([NH:13][C:14](=[O:28])[N:15]([CH:17]3[CH2:22][CH2:21][N:20]([CH2:23][CH2:24][N:25]([CH3:27])[CH3:26])[CH2:19][CH2:18]3)[CH3:16])[CH:8]=2)=[C:4]([F:31])[CH:3]=1.[C@]12(CS(O)(=O)=O)C(C)(C)C(CC1)CC2=O.[C:47]1([CH2:53][C:54]([N:56]=[C:57]=[S:58])=[O:55])[CH:52]=[CH:51][CH:50]=[CH:49][CH:48]=1.CCCCCC. The catalyst is C(O)C.C1(C)C=CC=CC=1.C(OCC)C. The product is [CH3:26][N:25]([CH3:27])[CH2:24][CH2:23][N:20]1[CH2:21][CH2:22][CH:17]([N:15]([CH3:16])[C:14]([NH:13][C:9]2[CH:8]=[C:7]([O:6][C:5]3[CH:29]=[CH:30][C:2]([NH:1][C:57]([NH:56][C:54](=[O:55])[CH2:53][C:47]4[CH:48]=[CH:49][CH:50]=[CH:51][CH:52]=4)=[S:58])=[CH:3][C:4]=3[F:31])[N:12]=[CH:11][N:10]=2)=[O:28])[CH2:18][CH2:19]1. The yield is 0.163. (6) The reactants are [CH2:1]([O:3][C:4]([C:6]1[N:7]=[C:8](Br)[O:9][CH:10]=1)=[O:5])[CH3:2].[C:12]([CH:14]1[CH2:16][CH2:15]1)#[CH:13].C(N(CC)CC)C. The catalyst is C1(C)C=CC=CC=1.Cl[Pd](Cl)([P](C1C=CC=CC=1)(C1C=CC=CC=1)C1C=CC=CC=1)[P](C1C=CC=CC=1)(C1C=CC=CC=1)C1C=CC=CC=1.[Cu]I. The product is [CH:14]1([C:12]#[C:13][C:8]2[O:9][CH:10]=[C:6]([C:4]([O:3][CH2:1][CH3:2])=[O:5])[N:7]=2)[CH2:16][CH2:15]1. The yield is 0.500. (7) The reactants are [CH3:1][C:2]1[O:6][C:5]([C:7]([O:9][CH3:10])=[O:8])=[CH:4][C:3]=1[C:11]1[N:15]([CH3:16])[N:14]=[CH:13][CH:12]=1.[Br:17]N1C(=O)CCC1=O. The catalyst is O1CCCC1. The product is [Br:17][C:12]1[CH:13]=[N:14][N:15]([CH3:16])[C:11]=1[C:3]1[CH:4]=[C:5]([C:7]([O:9][CH3:10])=[O:8])[O:6][C:2]=1[CH3:1]. The yield is 0.150.